Dataset: Catalyst prediction with 721,799 reactions and 888 catalyst types from USPTO. Task: Predict which catalyst facilitates the given reaction. (1) Reactant: C([Li])CCC.[Cl:6][C:7]1[C:12]([O:13][CH3:14])=[CH:11][C:10](I)=[CH:9][C:8]=1[O:16][CH:17]([CH3:19])[CH3:18].[N:20]([C:23]1[CH:32]=[CH:31][C:26]([C:27]([O:29][CH3:30])=[O:28])=[CH:25][CH:24]=1)=[C:21]=[O:22]. Product: [Cl:6][C:7]1[C:12]([O:13][CH3:14])=[CH:11][C:10]([C:21]([NH:20][C:23]2[CH:32]=[CH:31][C:26]([C:27]([O:29][CH3:30])=[O:28])=[CH:25][CH:24]=2)=[O:22])=[CH:9][C:8]=1[O:16][CH:17]([CH3:19])[CH3:18]. The catalyst class is: 1. (2) Product: [Cl:1][C:2]1[CH:17]=[CH:16][C:5]([CH2:6][NH:7][C:8]([C:10]2[N+:11]([O-:37])=[CH:12][CH:13]=[CH:14][CH:15]=2)=[O:9])=[C:4]([F:18])[C:3]=1[O:19][C:20]1[CH:25]=[C:24]([C:26]#[N:27])[CH:23]=[C:22]([Cl:28])[CH:21]=1. Reactant: [Cl:1][C:2]1[CH:17]=[CH:16][C:5]([CH2:6][NH:7][C:8]([C:10]2[CH:15]=[CH:14][CH:13]=[CH:12][N:11]=2)=[O:9])=[C:4]([F:18])[C:3]=1[O:19][C:20]1[CH:25]=[C:24]([C:26]#[N:27])[CH:23]=[C:22]([Cl:28])[CH:21]=1.C1C=C(Cl)C=C(C(OO)=[O:37])C=1. The catalyst class is: 4. (3) Reactant: [OH:1][CH2:2][C:3]1[N:4]=[C:5]([C:9]2[CH:14]=[CH:13][CH:12]=[CH:11][CH:10]=2)[O:6][C:7]=1[CH3:8].[CH2:15]([O:22][C:23]1[CH:28]=[C:27]([O:29][CH3:30])[CH:26]=[CH:25][C:24]=1[C:31]([C:33]1[CH:34]=[N:35][C:36](Cl)=[CH:37][CH:38]=1)=[O:32])[C:16]1[CH:21]=[CH:20][CH:19]=[CH:18][CH:17]=1.CN(C)C=O.[H-].[Na+]. Product: [CH2:15]([O:22][C:23]1[CH:28]=[C:27]([O:29][CH3:30])[CH:26]=[CH:25][C:24]=1[C:31]([C:33]1[CH:34]=[N:35][C:36]([O:1][CH2:2][C:3]2[N:4]=[C:5]([C:9]3[CH:14]=[CH:13][CH:12]=[CH:11][CH:10]=3)[O:6][C:7]=2[CH3:8])=[CH:37][CH:38]=1)=[O:32])[C:16]1[CH:17]=[CH:18][CH:19]=[CH:20][CH:21]=1. The catalyst class is: 13. (4) Reactant: [F:1][C:2]1[CH:9]=[CH:8][C:5]([CH:6]=[O:7])=[CH:4][N:3]=1.[CH3:10][Mg]Br.CO.[NH4+].[Cl-]. Product: [F:1][C:2]1[N:3]=[CH:4][C:5]([CH:6]([OH:7])[CH3:10])=[CH:8][CH:9]=1. The catalyst class is: 387. (5) Reactant: C(OC(=O)[NH:7][C:8]1[CH:13]=[CH:12][C:11]([C:14]#[C:15][C:16]2[CH:21]=[CH:20][CH:19]=[CH:18][CH:17]=2)=[CH:10][C:9]=1[NH2:22])(C)(C)C.CC1(C)O[C:29](=[O:31])[CH:28]=[C:27]([C:32]2[CH:37]=[CH:36][CH:35]=[C:34](OC(F)(F)F)[CH:33]=2)O1.C(O)([C:46]([F:49])([F:48])[F:47])=O. Product: [C:16]1([C:15]#[C:14][C:11]2[CH:12]=[CH:13][C:8]3[N:7]=[C:27]([C:32]4[CH:37]=[CH:36][CH:35]=[C:34]([C:46]([F:49])([F:48])[F:47])[CH:33]=4)[CH2:28][C:29](=[O:31])[NH:22][C:9]=3[CH:10]=2)[CH:21]=[CH:20][CH:19]=[CH:18][CH:17]=1. The catalyst class is: 2.